The task is: Regression/Classification. Given a drug SMILES string, predict its absorption, distribution, metabolism, or excretion properties. Task type varies by dataset: regression for continuous measurements (e.g., permeability, clearance, half-life) or binary classification for categorical outcomes (e.g., BBB penetration, CYP inhibition). Dataset: cyp1a2_veith.. This data is from CYP1A2 inhibition data for predicting drug metabolism from PubChem BioAssay. (1) The drug is C[N+](C)(C)CCN(Cc1ccc(Cl)cc1)c1ccccn1.[I-]. The result is 0 (non-inhibitor). (2) The molecule is NC(=O)[C@H]1CC2(CC(c3cccc(NC(=O)c4ccccc4)c3)=NO2)CN1C(=O)[C@H]1CCC(=O)N1. The result is 0 (non-inhibitor).